This data is from Peptide-MHC class I binding affinity with 185,985 pairs from IEDB/IMGT. The task is: Regression. Given a peptide amino acid sequence and an MHC pseudo amino acid sequence, predict their binding affinity value. This is MHC class I binding data. (1) The peptide sequence is ISDPLTSGL. The MHC is HLA-B15:01 with pseudo-sequence HLA-B15:01. The binding affinity (normalized) is 0.0847. (2) The peptide sequence is KVFPYALINK. The MHC is HLA-A03:01 with pseudo-sequence HLA-A03:01. The binding affinity (normalized) is 0.646. (3) The peptide sequence is RPPGCTFPA. The MHC is HLA-B58:01 with pseudo-sequence HLA-B58:01. The binding affinity (normalized) is 0.0847. (4) The peptide sequence is VLYDPETDK. The MHC is HLA-A02:01 with pseudo-sequence HLA-A02:01. The binding affinity (normalized) is 0.337.